The task is: Predict the reaction yield, written as a fraction of the theoretical maximum amount of product (1.0 means a 100% yield; for example, 0.34 means a 34% yield).. This data is from Reaction yield outcomes from USPTO patents with 853,638 reactions. The reactants are [F:1][C:2]1[CH:7]=[CH:6][C:5]([CH2:8][OH:9])=[CH:4][CH:3]=1.N1C=CN=C1.[C:15]([Si:19](Cl)([CH3:21])[CH3:20])([CH3:18])([CH3:17])[CH3:16]. The catalyst is CN(C=O)C. The product is [C:15]([Si:19]([O:9][CH2:8][C:5]1[CH:6]=[CH:7][C:2]([F:1])=[CH:3][CH:4]=1)([CH3:21])[CH3:20])([CH3:18])([CH3:17])[CH3:16]. The yield is 0.990.